Dataset: NCI-60 drug combinations with 297,098 pairs across 59 cell lines. Task: Regression. Given two drug SMILES strings and cell line genomic features, predict the synergy score measuring deviation from expected non-interaction effect. Drug 1: C1=CC(=CC=C1CCC2=CNC3=C2C(=O)NC(=N3)N)C(=O)NC(CCC(=O)O)C(=O)O. Drug 2: C1=NC2=C(N1)C(=S)N=CN2. Cell line: RPMI-8226. Synergy scores: CSS=48.2, Synergy_ZIP=-6.73, Synergy_Bliss=-10.5, Synergy_Loewe=-10.4, Synergy_HSA=-6.86.